The task is: Regression/Classification. Given a drug SMILES string, predict its absorption, distribution, metabolism, or excretion properties. Task type varies by dataset: regression for continuous measurements (e.g., permeability, clearance, half-life) or binary classification for categorical outcomes (e.g., BBB penetration, CYP inhibition). Dataset: cyp2c9_veith.. This data is from CYP2C9 inhibition data for predicting drug metabolism from PubChem BioAssay. (1) The drug is CCN(CC)S(=O)(=O)c1ccc(C(=O)NC2=C(C(=O)OC)SCC2)cc1. The result is 1 (inhibitor). (2) The drug is CN1CCN(c2ncncc2-c2ccccc2Cl)CC1. The result is 0 (non-inhibitor). (3) The compound is Cc1ccc(N=Nc2ccc(N)cc2C)c(S(N)(=O)=O)c1. The result is 0 (non-inhibitor). (4) The drug is CC[C@H](CO)NC(=O)[C@@H]1C=C2c3cccc4[nH]cc(c34)C[C@@H]2N(C)C1. The result is 0 (non-inhibitor). (5) The result is 1 (inhibitor). The molecule is COc1ccc2nc(C)cc(SCC(=O)Nc3c(C)cc(C)cc3C)c2c1.